This data is from Serine/threonine kinase 33 screen with 319,792 compounds. The task is: Binary Classification. Given a drug SMILES string, predict its activity (active/inactive) in a high-throughput screening assay against a specified biological target. (1) The compound is O(CC(=O)c1ccc(CC)cc1)C(=O)CNC(=O)COc1ccccc1. The result is 0 (inactive). (2) The molecule is S(CC(=O)NCC(OCC)=O)c1sc(NC(=O)c2ccc(cc2)C)nn1. The result is 0 (inactive). (3) The compound is S1(=O)(=O)N(CCC(=O)c2c1ccc(c2)C(F)(F)F)Cc1ccccc1. The result is 0 (inactive). (4) The drug is Brc1c(OCC(O)=O)ccc(F)c1. The result is 0 (inactive). (5) The molecule is Oc1c(CNc2n(CCCC)c3c(n2)cccc3)cccc1. The result is 0 (inactive).